Task: Predict the reactants needed to synthesize the given product.. Dataset: Full USPTO retrosynthesis dataset with 1.9M reactions from patents (1976-2016) (1) Given the product [F:1][C:2]([F:21])([F:20])[C:3]1[CH:4]=[C:5]([C:9]2[N:18]=[C:17]([NH:22][C:23]3[CH:28]=[CH:27][N:26]=[CH:25][CH:24]=3)[C:16]3[C:11](=[N:12][CH:13]=[CH:14][N:15]=3)[N:10]=2)[CH:6]=[CH:7][CH:8]=1, predict the reactants needed to synthesize it. The reactants are: [F:1][C:2]([F:21])([F:20])[C:3]1[CH:4]=[C:5]([C:9]2[NH:18][C:17](=O)[C:16]3[C:11](=[N:12][CH:13]=[CH:14][N:15]=3)[N:10]=2)[CH:6]=[CH:7][CH:8]=1.[NH2:22][C:23]1[CH:28]=[CH:27][N:26]=[CH:25][CH:24]=1.C(N(C1C=CN=CC=1)C1C2C(=NC=CN=2)N=C(C2C=C(Br)C=CC=2F)N=1)CCC. (2) Given the product [Br:1][C:2]1[CH:11]=[CH:10][C:9]([NH2:12])=[C:8]2[C:3]=1[CH2:4][CH2:5][N:6]([CH3:15])[CH2:7]2, predict the reactants needed to synthesize it. The reactants are: [Br:1][C:2]1[CH:11]=[CH:10][C:9]([N+:12]([O-])=O)=[C:8]2[C:3]=1[CH2:4][CH2:5][N:6]([CH3:15])[CH2:7]2. (3) Given the product [CH2:18]([O:17][C:15](=[O:16])[C:14](=[O:20])[CH2:13][S:1][C:2]1[NH:6][C:5]2[CH:7]=[CH:8][C:9]([O:22][CH3:21])=[CH:10][C:4]=2[N:3]=1)[CH3:19], predict the reactants needed to synthesize it. The reactants are: [SH:1][C:2]1[NH:3][C:4]2[CH:10]=[C:9](C)[CH:8]=[CH:7][C:5]=2[N:6]=1.Br[CH2:13][C:14](=[O:20])[C:15]([O:17][CH2:18][CH3:19])=[O:16].[CH3:21][OH:22]. (4) Given the product [CH2:1]([N:8]1[CH:16]=[C:15]([CH2:14][CH2:13][CH2:12][C:11]([OH:18])=[O:17])[N:10]=[N:9]1)[C:2]1[CH:7]=[CH:6][CH:5]=[CH:4][CH:3]=1, predict the reactants needed to synthesize it. The reactants are: [CH2:1]([N:8]=[N+:9]=[N-:10])[C:2]1[CH:7]=[CH:6][CH:5]=[CH:4][CH:3]=1.[C:11]([OH:18])(=[O:17])[CH2:12][CH2:13][CH2:14][C:15]#[CH:16].O=C1O[C@H]([C@H](CO)O)C([O-])=C1O.[Na+].[Cl-].[Na+].